From a dataset of Full USPTO retrosynthesis dataset with 1.9M reactions from patents (1976-2016). Predict the reactants needed to synthesize the given product. (1) The reactants are: [N:1]1([C:5](=[O:18])[C@@H:6]([NH:10]C(=O)OC(C)(C)C)[CH:7]([CH3:9])[CH3:8])[CH2:4][CH2:3][CH2:2]1.O1CCOCC1.CO. Given the product [NH2:10][C@@H:6]([CH:7]([CH3:9])[CH3:8])[C:5]([N:1]1[CH2:4][CH2:3][CH2:2]1)=[O:18], predict the reactants needed to synthesize it. (2) Given the product [CH2:28]([S:30][CH2:31][CH2:32][NH:33][C:13]([C:10]1[S:11][CH:12]=[C:8]([C:5]2[CH:4]=[CH:3][C:2]([Cl:1])=[CH:7][CH:6]=2)[N:9]=1)=[O:15])[CH3:29], predict the reactants needed to synthesize it. The reactants are: [Cl:1][C:2]1[CH:7]=[CH:6][C:5]([C:8]2[N:9]=[C:10]([C:13]([OH:15])=O)[S:11][CH:12]=2)=[CH:4][CH:3]=1.C1N=CN(C(N2C=NC=C2)=O)C=1.[CH2:28]([S:30][CH2:31][CH2:32][NH2:33])[CH3:29].C(Cl)(Cl)Cl. (3) Given the product [NH:6]1[C:7]2[C:12](=[CH:11][CH:10]=[CH:9][CH:8]=2)[C:4]([CH2:3][C:2](=[O:29])[C:13]([O-:15])=[O:14])=[CH:5]1.[NH2:16][C@@H:17]([C:28]([OH:30])=[O:29])[CH3:18], predict the reactants needed to synthesize it. The reactants are: N[C@H:2]([C:13]([OH:15])=[O:14])[CH2:3][C:4]1[C:12]2[C:7](=[CH:8][CH:9]=[CH:10][CH:11]=2)[NH:6][CH:5]=1.[NH2:16][C@@H:17]([C:28]([OH:30])=[O:29])[CH2:18]C1C2C(=CC=CC=2)NC=1.C([O-])(=O)C(C)=O. (4) The reactants are: [C:1]([O:5][C:6]([NH:8][C@@H:9]([CH3:14])[C:10](OC)=[O:11])=[O:7])([CH3:4])([CH3:3])[CH3:2].[NH2:15][NH2:16]. Given the product [NH:15]([C:10](=[O:11])[C@@H:9]([NH:8][C:6](=[O:7])[O:5][C:1]([CH3:4])([CH3:3])[CH3:2])[CH3:14])[NH2:16], predict the reactants needed to synthesize it. (5) Given the product [CH3:31][O:32][C:33]1[N:38]=[CH:37][C:36]([C:2]2[CH:7]=[CH:6][C:5]([C@@H:8]([N:10]3[CH2:15][CH2:14][C@:13]([CH2:22][CH2:23][CH2:24][NH:25][S:26]([CH3:29])(=[O:28])=[O:27])([C:16]4[CH:17]=[CH:18][CH:19]=[CH:20][CH:21]=4)[O:12][C:11]3=[O:30])[CH3:9])=[CH:4][CH:3]=2)=[CH:35][CH:34]=1, predict the reactants needed to synthesize it. The reactants are: Br[C:2]1[CH:7]=[CH:6][C:5]([C@@H:8]([N:10]2[CH2:15][CH2:14][C@:13]([CH2:22][CH2:23][CH2:24][NH:25][S:26]([CH3:29])(=[O:28])=[O:27])([C:16]3[CH:21]=[CH:20][CH:19]=[CH:18][CH:17]=3)[O:12][C:11]2=[O:30])[CH3:9])=[CH:4][CH:3]=1.[CH3:31][O:32][C:33]1[N:38]=[CH:37][C:36](B(O)O)=[CH:35][CH:34]=1. (6) Given the product [NH2:1][C:2]1[C:7]([F:8])=[C:6]([C:20]([F:22])=[CH2:21])[N:5]=[C:4]([C:10]([O:12][CH3:13])=[O:11])[C:3]=1[Cl:14], predict the reactants needed to synthesize it. The reactants are: [NH2:1][C:2]1[C:7]([F:8])=[C:6](Cl)[N:5]=[C:4]([C:10]([O:12][CH3:13])=[O:11])[C:3]=1[Cl:14].C([Sn](CCCC)(CCCC)[C:20]([F:22])=[CH2:21])CCC. (7) Given the product [CH2:1]([O:8][C:9]1[CH:18]=[CH:17][C:16]([F:19])=[C:15]2[C:10]=1[CH2:11][CH2:12][CH2:13][CH:14]2[C:20]([N:22]([C:29]1[CH:30]=[N:31][C:32]([CH:35]([CH3:37])[CH3:36])=[CH:33][CH:34]=1)[CH2:23][C:24]1[CH:28]=[N:27][N:26]([CH2:40][C:41]2[CH:46]=[CH:45][CH:44]=[CH:43][N:42]=2)[CH:25]=1)=[O:21])[C:2]1[CH:7]=[CH:6][CH:5]=[CH:4][CH:3]=1, predict the reactants needed to synthesize it. The reactants are: [CH2:1]([O:8][C:9]1[CH:18]=[CH:17][C:16]([F:19])=[C:15]2[C:10]=1[CH2:11][CH2:12][CH2:13][CH:14]2[C:20]([N:22]([C:29]1[CH:30]=[N:31][C:32]([CH:35]([CH3:37])[CH3:36])=[CH:33][CH:34]=1)[CH2:23][C:24]1[CH:25]=[N:26][NH:27][CH:28]=1)=[O:21])[C:2]1[CH:7]=[CH:6][CH:5]=[CH:4][CH:3]=1.Cl.Cl[CH2:40][C:41]1[CH:46]=[CH:45][CH:44]=[CH:43][N:42]=1. (8) Given the product [CH2:21]([N:8]([CH2:1][C:2]1[CH:7]=[CH:6][CH:5]=[CH:4][CH:3]=1)[C:9]1[CH:10]=[C:11]2[CH:17]=[C:16]([C:18](=[O:20])[CH3:19])[NH:15][C:12]2=[CH:13][N:14]=1)[C:22]1[CH:23]=[CH:24][CH:25]=[CH:26][CH:27]=1, predict the reactants needed to synthesize it. The reactants are: [CH2:1]([N:8]([CH2:21][C:22]1[CH:27]=[CH:26][CH:25]=[CH:24][CH:23]=1)[C:9]1[CH:10]=[C:11]2[CH:17]=[C:16]([CH:18]([OH:20])[CH3:19])[NH:15][C:12]2=[CH:13][N:14]=1)[C:2]1[CH:7]=[CH:6][CH:5]=[CH:4][CH:3]=1. (9) Given the product [Cl:11][C:8]1[CH:9]=[CH:10][C:5]([O:4][C:2]([N:16]2[CH2:17][CH2:18][N:13]([CH3:12])[CH2:14][CH2:15]2)=[O:3])=[CH:6][CH:7]=1, predict the reactants needed to synthesize it. The reactants are: Cl[C:2]([O:4][C:5]1[CH:10]=[CH:9][C:8]([Cl:11])=[CH:7][CH:6]=1)=[O:3].[CH3:12][N:13]1[CH2:18][CH2:17][NH:16][CH2:15][CH2:14]1.[K+].[Br-].